From a dataset of Full USPTO retrosynthesis dataset with 1.9M reactions from patents (1976-2016). Predict the reactants needed to synthesize the given product. (1) Given the product [B:38]([C:7]1[CH:8]=[C:9]([C:19]2[CH:20]=[CH:21][C:22]3[N:23]([C:32]4[CH:37]=[CH:36][CH:35]=[CH:34][CH:33]=4)[C:24]4[C:29]([C:30]=3[CH:31]=2)=[CH:28][CH:27]=[CH:26][CH:25]=4)[CH:10]=[C:11]([C:13]2[CH:18]=[CH:17][CH:16]=[CH:15][CH:14]=2)[CH:12]=1)([OH:41])[OH:39], predict the reactants needed to synthesize it. The reactants are: C([Li])CCC.Br[C:7]1[CH:8]=[C:9]([C:19]2[CH:20]=[CH:21][C:22]3[N:23]([C:32]4[CH:37]=[CH:36][CH:35]=[CH:34][CH:33]=4)[C:24]4[C:29]([C:30]=3[CH:31]=2)=[CH:28][CH:27]=[CH:26][CH:25]=4)[CH:10]=[C:11]([C:13]2[CH:18]=[CH:17][CH:16]=[CH:15][CH:14]=2)[CH:12]=1.[B:38](OC)([O:41]C)[O:39]C.Cl. (2) Given the product [Cl:35][C:36]1[CH:37]=[C:38]([NH:43][C:44]2[C:53]3[C:48](=[CH:49][CH:50]=[C:51]([CH2:54][CH2:55][CH2:56][C:57]([N:66]4[CH2:71][CH2:70][O:69][CH2:68][CH2:67]4)=[O:59])[CH:52]=3)[N:47]=[C:46]([C:60]3[CH:61]=[N:62][CH:63]=[CH:64][CH:65]=3)[N:45]=2)[CH:39]=[CH:40][C:41]=1[F:42], predict the reactants needed to synthesize it. The reactants are: C(NC1C(C)=CC(OC)=CC=1C(N)=O)(=O)C1C=CC=CC=1.NC1C(C)=CC(OC)=CC=1C(N)=O.[Cl:35][C:36]1[CH:37]=[C:38]([NH:43][C:44]2[C:53]3[C:48](=[CH:49][CH:50]=[C:51]([CH2:54][CH2:55][CH2:56][C:57]([OH:59])=O)[CH:52]=3)[N:47]=[C:46]([C:60]3[CH:61]=[N:62][CH:63]=[CH:64][CH:65]=3)[N:45]=2)[CH:39]=[CH:40][C:41]=1[F:42].[NH:66]1[CH2:71][CH2:70][O:69][CH2:68][CH2:67]1. (3) The reactants are: [F:1][C:2]([F:36])([F:35])[C:3]1[CH:4]=[C:5]([C:13]([CH3:34])([CH3:33])[C:14]([N:16]([C:18]2[CH:19]=[N:20][C:21](Cl)=[CH:22][C:23]=2[C:24]2[C:25]([CH3:31])=[N:26][C:27]([F:30])=[CH:28][CH:29]=2)[CH3:17])=[O:15])[CH:6]=[C:7]([C:9]([F:12])([F:11])[F:10])[CH:8]=1.CC([Si](C)(C)[O:42][CH2:43][C@@H:44]1[CH2:53][N:52]2[C@H:47]([CH2:48][O:49][CH2:50][CH2:51]2)[CH2:46][NH:45]1)(C)C.[Cl-].[OH-].[Na+]. Given the product [F:1][C:2]([F:36])([F:35])[C:3]1[CH:4]=[C:5]([C:13]([CH3:34])([CH3:33])[C:14]([N:16]([C:18]2[CH:19]=[N:20][C:21]([N:45]3[C@H:44]([CH2:43][OH:42])[CH2:53][N:52]4[C@H:47]([CH2:48][O:49][CH2:50][CH2:51]4)[CH2:46]3)=[CH:22][C:23]=2[C:24]2[C:25]([CH3:31])=[N:26][C:27]([F:30])=[CH:28][CH:29]=2)[CH3:17])=[O:15])[CH:6]=[C:7]([C:9]([F:12])([F:11])[F:10])[CH:8]=1, predict the reactants needed to synthesize it. (4) Given the product [Br:1][C:2]1[CH:3]=[C:4]2[N:10]=[C:20]([CH3:21])[N:8]([CH3:9])[C:5]2=[N:6][CH:7]=1, predict the reactants needed to synthesize it. The reactants are: [Br:1][C:2]1[CH:3]=[C:4]([NH2:10])[C:5]([NH:8][CH3:9])=[N:6][CH:7]=1.CC(O[CH2:20][CH3:21])(OCC)OCC. (5) Given the product [CH:24]1([C:27]2[CH:33]=[CH:32][C:30]([N:31]3[CH2:13][CH2:12][C:6]4([CH2:7][CH2:8][N:9]([S:19]([CH2:18][CH:17]([CH3:23])[CH3:16])(=[O:21])=[O:20])[CH2:10][CH2:11]4)[C:4]3=[O:5])=[CH:29][CH:28]=2)[CH2:26][CH2:25]1, predict the reactants needed to synthesize it. The reactants are: C(O[C:4]([C:6]1([CH2:12][CH2:13]OC)[CH2:11][CH2:10][NH:9][CH2:8][CH2:7]1)=[O:5])C.[CH3:16][CH:17]([CH3:23])[CH2:18][S:19](Cl)(=[O:21])=[O:20].[CH:24]1([C:27]2[CH:33]=[CH:32][C:30]([NH2:31])=[CH:29][CH:28]=2)[CH2:26][CH2:25]1. (6) Given the product [CH3:18][C:15]1[S:14][C:13]2[O:1][C:2]3[CH:7]=[CH:6][C:5]([CH3:8])=[CH:4][C:3]=3[NH:9][C:10](=[O:11])[C:12]=2[CH:16]=1, predict the reactants needed to synthesize it. The reactants are: [OH:1][C:2]1[CH:7]=[CH:6][C:5]([CH3:8])=[CH:4][C:3]=1[NH:9][C:10]([C:12]1[CH:16]=[CH:15][S:14][C:13]=1Br)=[O:11].[C:18](=O)([O-])[O-].[K+].[K+]. (7) Given the product [F:8][C:7]1[CH:2]=[C:3]([CH:9]([NH:11][C:43](=[O:44])[C:42](=[CH:46][C:47]2[CH:52]=[CH:51][C:50]([N:53]3[CH:57]=[C:56]([CH3:58])[N:55]=[CH:54]3)=[C:49]([O:59][CH3:60])[CH:48]=2)[CH2:41][CH2:40][CH2:39][Cl:38])[CH3:10])[CH:4]=[C:5]([F:31])[CH:6]=1, predict the reactants needed to synthesize it. The reactants are: F[C:2]1[C:7]([F:8])=[CH:6][CH:5]=[CH:4][C:3]=1[CH:9]([NH2:11])[CH3:10].C(N(C(C)C)CC)(C)C.C1C=CC2N(O)N=NC=2C=1.[F:31]C(F)(F)C(O)=O.[Cl:38][CH2:39][CH2:40][CH2:41][C:42](=[CH:46][C:47]1[CH:52]=[CH:51][C:50]([N:53]2[CH:57]=[C:56]([CH3:58])[N:55]=[CH:54]2)=[C:49]([O:59][CH3:60])[CH:48]=1)[C:43](O)=[O:44]. (8) Given the product [CH3:1][O:2][C:3]1[CH:4]=[C:5]([C:6]2[O:7][CH2:17][C:16](=[O:15])[N:8]=2)[CH:9]=[CH:10][CH:11]=1, predict the reactants needed to synthesize it. The reactants are: [CH3:1][O:2][C:3]1[CH:4]=[C:5]([CH:9]=[CH:10][CH:11]=1)[C:6]([NH2:8])=[O:7].[H-].[Na+].C[O:15][CH2:16][CH2:17]OC. (9) The reactants are: [F:1][C:2]([F:35])([F:34])[C:3]1[CH:8]=[CH:7][C:6](C2(C3C=CC(NC(=O)CCC(O)=O)=CC=3)C=CON2)=[CH:5][C:4]=1[C:28]1[CH:33]=[CH:32][CH:31]=[CH:30][CH:29]=1.Cl.CN(C)[CH2:39][CH2:40][CH2:41][N:42]=[C:43]=NCC.[OH:48][C:49]1[C:57]2N=N[NH:54][C:53]=2[CH:52]=[CH:51][CH:50]=1.[NH4+].[OH-:59].O.C(N([CH:67]([CH3:69])C)CC)(C)C.C[N:71]([CH:73]=[O:74])C. Given the product [F:1][C:2]([F:34])([F:35])[C:3]1[CH:8]=[C:7]([C:53]2[CH:57]=[C:49]([C:50]3[CH:51]=[CH:52][C:43]([NH:42][C:41](=[O:59])[CH2:40][CH2:39][C:73]([NH2:71])=[O:74])=[CH:69][CH:67]=3)[O:48][N:54]=2)[CH:6]=[CH:5][C:4]=1[C:28]1[CH:29]=[CH:30][CH:31]=[CH:32][CH:33]=1, predict the reactants needed to synthesize it.